This data is from Catalyst prediction with 721,799 reactions and 888 catalyst types from USPTO. The task is: Predict which catalyst facilitates the given reaction. (1) Reactant: [Li]C(CC)C.CN(CCN(C)C)C.[CH3:14][O:15][C:16]1[CH:26]=[CH:25][C:19]2[C:20]([CH3:24])([CH3:23])[CH2:21][O:22][C:18]=2[CH:17]=1.[Li].[B:28](OC)([O:31]C)[O:29]C. Product: [CH3:14][O:15][C:16]1[CH:26]=[CH:25][C:19]2[C:20]([CH3:24])([CH3:23])[CH2:21][O:22][C:18]=2[C:17]=1[B:28]([OH:31])[OH:29]. The catalyst class is: 1. (2) Reactant: [C:1]1([CH:7]([C:14]2[CH:19]=[CH:18][CH:17]=[C:16]([C:20]([F:23])([F:22])[F:21])[CH:15]=2)[N:8]2[CH2:13][CH2:12][NH:11][CH2:10][CH2:9]2)[CH:6]=[CH:5][CH:4]=[CH:3][CH:2]=1.Br[CH2:25][C:26]([O:28][CH3:29])=[O:27].C(N(CC)CC)C. Product: [C:1]1([C@@H:7]([C:14]2[CH:19]=[CH:18][CH:17]=[C:16]([C:20]([F:23])([F:22])[F:21])[CH:15]=2)[N:8]2[CH2:9][CH2:10][N:11]([CH2:25][C:26]([O:28][CH3:29])=[O:27])[CH2:12][CH2:13]2)[CH:6]=[CH:5][CH:4]=[CH:3][CH:2]=1. The catalyst class is: 47.